Dataset: Catalyst prediction with 721,799 reactions and 888 catalyst types from USPTO. Task: Predict which catalyst facilitates the given reaction. Reactant: [C:1]1([CH:7]2[CH:16]3[CH2:17][CH2:18][N:19](C([O-])=O)[CH:15]3[C:14]3[CH:13]=[CH:12][CH:11]=[CH:10][C:9]=3[NH:8]2)[CH:6]=[CH:5][CH:4]=[CH:3][CH:2]=1.[ClH:23]. Product: [ClH:23].[ClH:23].[C:1]1([C@H:7]2[C@H:16]3[CH2:17][CH2:18][NH:19][C@H:15]3[C:14]3[CH:13]=[CH:12][CH:11]=[CH:10][C:9]=3[NH:8]2)[CH:2]=[CH:3][CH:4]=[CH:5][CH:6]=1. The catalyst class is: 13.